Dataset: Full USPTO retrosynthesis dataset with 1.9M reactions from patents (1976-2016). Task: Predict the reactants needed to synthesize the given product. (1) Given the product [C:17]([C:19]1[CH:28]=[CH:27][C:22]([C:23]2[N:6]=[C:7]3[CH:8]=[CH:9][CH:10]=[C:11]([C:13]([O:15][CH3:16])=[O:14])[N:12]3[CH:24]=2)=[CH:21][CH:20]=1)#[N:18], predict the reactants needed to synthesize it. The reactants are: C([O-])(O)=O.[Na+].[NH2:6][C:7]1[N:12]=[C:11]([C:13]([O:15][CH3:16])=[O:14])[CH:10]=[CH:9][CH:8]=1.[C:17]([C:19]1[CH:28]=[CH:27][C:22]([C:23](=O)[CH2:24]Br)=[CH:21][CH:20]=1)#[N:18].C(Cl)Cl. (2) Given the product [Cl:1][C:2]1[CH:3]=[CH:4][C:5](/[CH:8]=[CH:9]/[S:10]([NH:13][C@H:14]2[CH2:18][CH2:17][N:16]([C@@H:19]([CH3:27])[C:20](=[O:21])[N:54]3[CH2:50][CH2:49][CH2:48][CH2:53][CH2:52]3)[C:15]2=[O:28])(=[O:11])=[O:12])=[CH:6][CH:7]=1, predict the reactants needed to synthesize it. The reactants are: [Cl:1][C:2]1[CH:7]=[CH:6][C:5](/[CH:8]=[CH:9]/[S:10]([NH:13][C@H:14]2[CH2:18][CH2:17][N:16]([C@@H:19]([CH3:27])[C:20](OC(C)(C)C)=[O:21])[C:15]2=[O:28])(=[O:12])=[O:11])=[CH:4][CH:3]=1.FC(F)(F)C(O)=O.Cl.CN(C)CCCN=C=NCC.[CH:48]1[CH:49]=[CH:50]C2N(O)N=[N:54][C:52]=2[CH:53]=1.N1CCCCC1. (3) Given the product [CH:14]1([C:11]2[NH:12][N:13]=[C:9]([NH:8][C:6]3[CH:5]=[CH:4][N:3]=[C:2]([NH:37][CH2:36][C:33]4[CH:34]=[C:35]5[C:30]([CH:29]=[CH:28][N:27]5[S:17]([C:20]5[CH:21]=[CH:22][C:23]([CH3:24])=[CH:25][CH:26]=5)(=[O:19])=[O:18])=[CH:31][CH:32]=4)[N:7]=3)[CH:10]=2)[CH2:16][CH2:15]1, predict the reactants needed to synthesize it. The reactants are: Cl[C:2]1[N:7]=[C:6]([NH:8][C:9]2[NH:13][N:12]=[C:11]([CH:14]3[CH2:16][CH2:15]3)[CH:10]=2)[CH:5]=[CH:4][N:3]=1.[S:17]([N:27]1[C:35]2[C:30](=[CH:31][CH:32]=[C:33]([CH2:36][NH2:37])[CH:34]=2)[CH:29]=[CH:28]1)([C:20]1[CH:26]=[CH:25][C:23]([CH3:24])=[CH:22][CH:21]=1)(=[O:19])=[O:18].CCN(C(C)C)C(C)C. (4) The reactants are: [CH2:1]([S:3]([C:6]1[CH:7]=[CH:8][C:9]([N:15]2[CH2:20][CH2:19][CH2:18][CH2:17][CH2:16]2)=[C:10]([CH:14]=1)[C:11]([OH:13])=O)(=[O:5])=[O:4])[CH3:2].[Cl:21][C:22]1[CH:23]=[C:24]([N:29]2[CH2:34][CH2:33][NH:32][CH2:31][CH2:30]2)[CH:25]=[CH:26][C:27]=1[Cl:28].CCN=C=NCCCN(C)C.C1C=CC2N(O)N=NC=2C=1. Given the product [Cl:21][C:22]1[CH:23]=[C:24]([N:29]2[CH2:34][CH2:33][N:32]([C:11]([C:10]3[CH:14]=[C:6]([S:3]([CH2:1][CH3:2])(=[O:4])=[O:5])[CH:7]=[CH:8][C:9]=3[N:15]3[CH2:20][CH2:19][CH2:18][CH2:17][CH2:16]3)=[O:13])[CH2:31][CH2:30]2)[CH:25]=[CH:26][C:27]=1[Cl:28], predict the reactants needed to synthesize it.